From a dataset of Full USPTO retrosynthesis dataset with 1.9M reactions from patents (1976-2016). Predict the reactants needed to synthesize the given product. (1) Given the product [CH2:7]([NH:11][CH2:25][CH2:24][CH2:23][O:22][C:13]1[CH:14]=[CH:15][C:16]2[C:21](=[CH:20][CH:19]=[CH:18][CH:17]=2)[CH:12]=1)[CH2:8][CH2:9][CH3:10], predict the reactants needed to synthesize it. The reactants are: C(=O)([O-])[O-].[K+].[K+].[CH2:7]([NH2:11])[CH2:8][CH2:9][CH3:10].[CH:12]1[C:21]2[C:16](=[CH:17][CH:18]=[CH:19][CH:20]=2)[CH:15]=[CH:14][C:13]=1[O:22][CH2:23][CH2:24][CH2:25]Cl. (2) Given the product [C:20]1([C:2]2[C:11]3[C:6](=[CH:7][CH:8]=[CH:9][CH:10]=3)[CH:5]=[CH:4][C:3]=2[CH:12]=[O:13])[CH:25]=[CH:24][CH:23]=[CH:22][CH:21]=1, predict the reactants needed to synthesize it. The reactants are: Br[C:2]1[C:11]2[C:6](=[CH:7][CH:8]=[CH:9][CH:10]=2)[CH:5]=[CH:4][C:3]=1[CH:12]=[O:13].C(=O)([O-])[O-].[Na+].[Na+].[C:20]1(B(O)O)[CH:25]=[CH:24][CH:23]=[CH:22][CH:21]=1. (3) Given the product [C:1]1([S:7]([N:10]2[C:14]3=[CH:15][N:16]=[CH:17][C:18]([Br:19])=[C:13]3[CH:12]=[C:11]2[CH2:20][CH3:21])(=[O:9])=[O:8])[CH:2]=[CH:3][CH:4]=[CH:5][CH:6]=1, predict the reactants needed to synthesize it. The reactants are: [C:1]1([S:7]([N:10]2[C:14]3=[CH:15][N:16]=[CH:17][C:18]([Br:19])=[C:13]3[CH:12]=[CH:11]2)(=[O:9])=[O:8])[CH:6]=[CH:5][CH:4]=[CH:3][CH:2]=1.[CH:20]([N-]C(C)C)(C)[CH3:21].[Li+].C(I)C. (4) Given the product [CH:1]1([N:5]2[CH2:10][CH2:9][CH:8]([O:11][C:12]3[CH:17]=[CH:16][C:15]([N:19]4[CH:26]=[CH:25][N:21]=[N:20]4)=[CH:14][CH:13]=3)[CH2:7][CH2:6]2)[CH2:4][CH2:3][CH2:2]1, predict the reactants needed to synthesize it. The reactants are: [CH:1]1([N:5]2[CH2:10][CH2:9][CH:8]([O:11][C:12]3[CH:17]=[CH:16][C:15](I)=[CH:14][CH:13]=3)[CH2:7][CH2:6]2)[CH2:4][CH2:3][CH2:2]1.[N-:19]=[N+:20]=[N-:21].[Na+].CN[CH2:25][CH2:26]NC.C(=O)([O-])[O-].[K+].[K+].C([Si](C)(C)C)#C.O.N.